Dataset: Full USPTO retrosynthesis dataset with 1.9M reactions from patents (1976-2016). Task: Predict the reactants needed to synthesize the given product. (1) Given the product [CH:1]([O:4][C:5](=[O:34])[C:6]1[C:11]([C:12]([F:13])([F:15])[F:14])=[CH:10][CH:9]=[CH:8][C:7]=1[CH:16]1[CH:17]([C:18]([N:20]2[CH:24]3[CH2:25][CH:26]4[C:29]([CH3:30])([CH3:31])[C:23]3([CH2:28][CH2:27]4)[CH2:22][S:21]2(=[O:32])=[O:33])=[O:19])[CH2:54][N:53]([CH2:59][C:60]2[CH:65]=[CH:64][CH:63]=[CH:62][CH:61]=2)[CH2:52]1)([CH3:3])[CH3:2], predict the reactants needed to synthesize it. The reactants are: [CH:1]([O:4][C:5](=[O:34])[C:6]1[C:11]([C:12]([F:15])([F:14])[F:13])=[CH:10][CH:9]=[CH:8][C:7]=1[CH:16]=[CH:17][C:18]([N:20]1[C@H:24]2[CH2:25][C@@H:26]3[C:29]([CH3:31])([CH3:30])[C@@:23]2([CH2:28][CH2:27]3)[CH2:22][S:21]1(=[O:33])=[O:32])=[O:19])([CH3:3])[CH3:2].C(N)C1C=CC=CC=1.FC(F)(F)C(O)=O.CO[CH2:52][N:53]([CH2:59][C:60]1[CH:65]=[CH:64][CH:63]=[CH:62][CH:61]=1)[CH2:54][Si](C)(C)C. (2) Given the product [N+:15]([C:18]1[CH:25]=[CH:24][C:21]([CH2:22][S:1][C:2]2[CH:7]=[CH:6][CH:5]=[CH:4][N:3]=2)=[CH:20][CH:19]=1)([O-:17])=[O:16], predict the reactants needed to synthesize it. The reactants are: [SH:1][C:2]1[CH:7]=[CH:6][CH:5]=[CH:4][N:3]=1.C(N(CC)CC)C.[N+:15]([C:18]1[CH:25]=[CH:24][C:21]([CH2:22]Br)=[CH:20][CH:19]=1)([O-:17])=[O:16].O. (3) The reactants are: [NH2:1][C:2]1[N:10]=[C:9]([O:11][CH2:12][CH2:13][CH2:14][CH3:15])[N:8]=[C:7]2[C:3]=1[NH:4][C:5](=[O:45])[N:6]2[CH2:16][CH2:17][CH2:18][N:19]([CH2:33][C:34]1[CH:35]=[C:36]([CH2:40][C:41]([O:43][CH3:44])=[O:42])[CH:37]=[CH:38][CH:39]=1)[CH:20]1[CH2:25][CH2:24][N:23]([CH2:26][C:27]2[CH:32]=[CH:31][CH:30]=[CH:29][CH:28]=2)[CH2:22]C1.C(N1CC[C@@H](N)C1)C1C=CC=CC=1. Given the product [NH2:1][C:2]1[N:10]=[C:9]([O:11][CH2:12][CH2:13][CH2:14][CH3:15])[N:8]=[C:7]2[C:3]=1[NH:4][C:5](=[O:45])[N:6]2[CH2:16][CH2:17][CH2:18][N:19]([CH2:33][C:34]1[CH:35]=[C:36]([CH2:40][C:41]([O:43][CH3:44])=[O:42])[CH:37]=[CH:38][CH:39]=1)[C@@H:20]1[CH2:25][CH2:24][N:23]([CH2:26][C:27]2[CH:28]=[CH:29][CH:30]=[CH:31][CH:32]=2)[CH2:22]1, predict the reactants needed to synthesize it. (4) Given the product [NH2:11][CH2:10][C@@H:9]([OH:22])[C@@H:8]([NH:23][C:24](=[O:34])[O:25][C@@H:26]1[C@H:33]2[C@H:29]([O:30][CH2:31][CH2:32]2)[O:28][CH2:27]1)[CH2:1][C:2]1[CH:7]=[CH:6][CH:5]=[CH:4][CH:3]=1, predict the reactants needed to synthesize it. The reactants are: [CH2:1]([C@H:8]([NH:23][C:24](=[O:34])[O:25][CH:26]1[CH:33]2[CH:29]([O:30][CH2:31][CH2:32]2)[O:28][CH2:27]1)[C@H:9]([OH:22])[CH2:10][NH:11]C(OCC1C=CC=CC=1)=O)[C:2]1[CH:7]=[CH:6][CH:5]=[CH:4][CH:3]=1. (5) The reactants are: [C:1]([OH:4])(=O)[CH3:2].[F:5][C:6]([F:16])([F:15])[C:7]1[CH:12]=[CH:11][C:10]([CH2:13][NH2:14])=[CH:9][CH:8]=1.F[B-](F)(F)F.N1(OC(N(C)C)=[N+](C)C)C2C=CC=CC=2N=N1.C(N(C(C)C)C(C)C)C. Given the product [F:5][C:6]([F:15])([F:16])[C:7]1[CH:12]=[CH:11][C:10]([CH2:13][NH:14][C:1](=[O:4])[CH3:2])=[CH:9][CH:8]=1, predict the reactants needed to synthesize it.